Dataset: Catalyst prediction with 721,799 reactions and 888 catalyst types from USPTO. Task: Predict which catalyst facilitates the given reaction. (1) Reactant: Br[C:2]1[CH:3]=[C:4]([CH:16]=[O:17])[S:5][C:6]=1[S:7]([C:10]1[CH:11]=[N:12][CH:13]=[CH:14][CH:15]=1)(=[O:9])=[O:8].[F:18][C:19]1[C:24](B(O)O)=[CH:23][CH:22]=[CH:21][N:20]=1.C(=O)([O-])[O-].[Na+].[Na+].COCCOC. Product: [F:18][C:19]1[C:24]([C:2]2[CH:3]=[C:4]([CH:16]=[O:17])[S:5][C:6]=2[S:7]([C:10]2[CH:11]=[N:12][CH:13]=[CH:14][CH:15]=2)(=[O:9])=[O:8])=[CH:23][CH:22]=[CH:21][N:20]=1. The catalyst class is: 690. (2) Reactant: [C:1]([C:5]1[CH:10]=[CH:9][C:8]([N:11]2[CH2:16][CH2:15][NH:14][CH2:13][CH2:12]2)=[CH:7][CH:6]=1)([CH3:4])([CH3:3])[CH3:2].[CH2:17]([O:19][C:20](=[O:25])[CH2:21][CH2:22][CH2:23]Br)[CH3:18].C(=O)([O-])[O-].[K+].[K+].[I-].[K+]. Product: [CH2:17]([O:19][C:20](=[O:25])[CH2:21][CH2:22][CH2:23][N:14]1[CH2:15][CH2:16][N:11]([C:8]2[CH:7]=[CH:6][C:5]([C:1]([CH3:4])([CH3:2])[CH3:3])=[CH:10][CH:9]=2)[CH2:12][CH2:13]1)[CH3:18]. The catalyst class is: 10. (3) Reactant: [CH2:1]([O:3][C:4](=[O:28])[NH:5][C:6]1[C:11]([N+:12]([O-])=O)=[CH:10][C:9]([NH:15][CH2:16][C:17]2[CH:22]=[CH:21][C:20]([C:23]([F:26])([F:25])[F:24])=[CH:19][CH:18]=2)=[CH:8][C:7]=1[CH3:27])[CH3:2].S(S([O-])=O)([O-])=O.[Na+].[Na+]. Product: [CH2:1]([O:3][C:4](=[O:28])[NH:5][C:6]1[C:7]([CH3:27])=[CH:8][C:9]([NH:15][CH2:16][C:17]2[CH:22]=[CH:21][C:20]([C:23]([F:25])([F:24])[F:26])=[CH:19][CH:18]=2)=[CH:10][C:11]=1[NH2:12])[CH3:2]. The catalyst class is: 30. (4) Reactant: [NH:1]1[C:5]2=[N:6][CH:7]=[CH:8][CH:9]=[C:4]2[C:3]([CH:10]([C:12]2[CH:13]=[N:14][C:15]([O:18][CH2:19][C:20]3[CH:25]=[CH:24][CH:23]=[C:22]([C:26]([F:29])([F:28])[F:27])[CH:21]=3)=[CH:16][CH:17]=2)O)=[CH:2]1.C([SiH](CC)CC)C. Product: [F:28][C:26]([F:27])([F:29])[C:22]1[CH:21]=[C:20]([CH:25]=[CH:24][CH:23]=1)[CH2:19][O:18][C:15]1[N:14]=[CH:13][C:12]([CH2:10][C:3]2[C:4]3[C:5](=[N:6][CH:7]=[CH:8][CH:9]=3)[NH:1][CH:2]=2)=[CH:17][CH:16]=1. The catalyst class is: 574. (5) Reactant: C([O:3][C:4]([C:6]1([NH:16][C:17](=[O:31])[C:18]2[CH:23]=[C:22]([Cl:24])[CH:21]=[C:20]([Cl:25])[C:19]=2[O:26][CH:27]2[CH2:30][CH2:29][CH2:28]2)[CH2:14][C:13]2[C:8](=[CH:9][CH:10]=[C:11]([F:15])[CH:12]=2)[CH2:7]1)=[O:5])C.[OH-].[K+].O. Product: [Cl:25][C:20]1[C:19]([O:26][CH:27]2[CH2:30][CH2:29][CH2:28]2)=[C:18]([CH:23]=[C:22]([Cl:24])[CH:21]=1)[C:17]([NH:16][C:6]1([C:4]([OH:5])=[O:3])[CH2:14][C:13]2[C:8](=[CH:9][CH:10]=[C:11]([F:15])[CH:12]=2)[CH2:7]1)=[O:31]. The catalyst class is: 14. (6) Reactant: [C:1]12([C:7]3[CH:12]=[CH:11][C:10]([N:13]4[CH2:17][C@H:16]([CH2:18][NH:19][C:20](=[O:22])[CH3:21])[O:15][C:14]4=[O:23])=[CH:9][CH:8]=3)[CH2:6][CH:5]1[CH2:4][NH:3][CH2:2]2.CCN(C(C)C)C(C)C.Br[C:34]1[CH:39]=[CH:38][CH:37]=[CH:36][N:35]=1. Product: [O:23]=[C:14]1[N:13]([C:10]2[CH:9]=[CH:8][C:7]([C:1]34[CH2:6][CH:5]3[CH2:4][N:3]([C:34]3[CH:39]=[CH:38][CH:37]=[CH:36][N:35]=3)[CH2:2]4)=[CH:12][CH:11]=2)[CH2:17][C@H:16]([CH2:18][NH:19][C:20](=[O:22])[CH3:21])[O:15]1. The catalyst class is: 34.